Dataset: Full USPTO retrosynthesis dataset with 1.9M reactions from patents (1976-2016). Task: Predict the reactants needed to synthesize the given product. Given the product [CH:1]([N:4]1[C:12]2[C:7](=[CH:8][C:9]([N+:14]([O-:16])=[O:15])=[CH:10][CH:11]=2)[CH2:6][C:5]1=[O:13])([CH3:3])[CH3:2], predict the reactants needed to synthesize it. The reactants are: [CH:1]([N:4]1[C:12]2[C:7](=[CH:8][CH:9]=[CH:10][CH:11]=2)[CH2:6][C:5]1=[O:13])([CH3:3])[CH3:2].[N+:14]([O-])([O-:16])=[O:15].[Na+].